This data is from Forward reaction prediction with 1.9M reactions from USPTO patents (1976-2016). The task is: Predict the product of the given reaction. Given the reactants [C:1]([C:3]1[CH:8]=[CH:7][C:6]([C@@H:9]2[C:14]([C:15]([O:17][CH2:18][CH3:19])=[O:16])=[C:13]([CH3:20])[N:12]([C:21]3[CH:26]=[CH:25][CH:24]=[C:23]([C:27]([F:30])([F:29])[F:28])[CH:22]=3)[C:11](=[O:31])[NH:10]2)=[CH:5][CH:4]=1)#[N:2].Br[CH2:33][C:34]([O:36][CH3:37])=[O:35].C(=O)([O-])[O-].[K+].[K+], predict the reaction product. The product is: [C:1]([C:3]1[CH:8]=[CH:7][C:6]([C@@H:9]2[C:14]([C:15]([O:17][CH2:18][CH3:19])=[O:16])=[C:13]([CH3:20])[N:12]([C:21]3[CH:26]=[CH:25][CH:24]=[C:23]([C:27]([F:28])([F:30])[F:29])[CH:22]=3)[C:11](=[O:31])[N:10]2[CH2:33][C:34]([O:36][CH3:37])=[O:35])=[CH:5][CH:4]=1)#[N:2].